Dataset: Full USPTO retrosynthesis dataset with 1.9M reactions from patents (1976-2016). Task: Predict the reactants needed to synthesize the given product. Given the product [CH2:20]([C@H:27]1[CH2:31][O:30][C:29](=[O:32])[N:28]1[C:41](=[O:42])[CH2:40][CH:39]([CH3:44])[CH3:38])[C:21]1[CH:22]=[CH:23][CH:24]=[CH:25][CH:26]=1, predict the reactants needed to synthesize it. The reactants are: C1(C(C2C=CC=CC=2)C2C=CC=CC=2)C=CC=CC=1.[CH2:20]([C@H:27]1[CH2:31][O:30][C:29](=[O:32])[NH:28]1)[C:21]1[CH:26]=[CH:25][CH:24]=[CH:23][CH:22]=1.C([Li])CCC.[CH3:38][CH:39]([CH3:44])[CH2:40][C:41](Cl)=[O:42].C(=O)(O)[O-].[Na+].